From a dataset of CYP2C9 inhibition data for predicting drug metabolism from PubChem BioAssay. Regression/Classification. Given a drug SMILES string, predict its absorption, distribution, metabolism, or excretion properties. Task type varies by dataset: regression for continuous measurements (e.g., permeability, clearance, half-life) or binary classification for categorical outcomes (e.g., BBB penetration, CYP inhibition). Dataset: cyp2c9_veith. (1) The drug is O=S1(=O)N[C@H]2CC[C@@H]3NS(=O)(=O)N[C@H]4CC[C@H](N1)N4S(=O)(=O)N23. The result is 0 (non-inhibitor). (2) The molecule is Cn1c(/C=N/NC(=O)c2ccccc2Br)nc2ccccc21. The result is 1 (inhibitor). (3) The drug is COCCn1c(=O)c(-c2cccs2)nc2cnc(N3CCNCC3)nc21. The result is 1 (inhibitor). (4) The result is 0 (non-inhibitor). The compound is NC(CCl)=N[C@H]1CN2CCC1CC2.